Dataset: Forward reaction prediction with 1.9M reactions from USPTO patents (1976-2016). Task: Predict the product of the given reaction. (1) The product is: [NH2:32][C:30]1[N:31]=[C:4]([OH:5])[C:3]([CH2:9][C:10]2[CH:15]=[CH:14][C:13]([CH2:16][O:17][CH:18]3[CH2:23][CH2:22][CH2:21][CH2:20][O:19]3)=[CH:12][CH:11]=2)=[C:2]([CH3:24])[N:29]=1. Given the reactants O=[C:2]([CH3:24])[CH:3]([CH2:9][C:10]1[CH:15]=[CH:14][C:13]([CH2:16][O:17][CH:18]2[CH2:23][CH2:22][CH2:21][CH2:20][O:19]2)=[CH:12][CH:11]=1)[C:4](OCC)=[O:5].C(=O)(O)O.[NH2:29][C:30]([NH2:32])=[NH:31], predict the reaction product. (2) Given the reactants [CH2:1]([Mg]Br)[CH:2]=[CH2:3].[Br:6][C:7]1[CH:12]=[CH:11][C:10]([NH:13][C:14]2[C:22]([CH:23]=[O:24])=[C:21]3[N:17]([CH2:18][CH2:19][CH2:20]3)[C:16](=[O:25])[C:15]=2[F:26])=[C:9]([F:27])[CH:8]=1, predict the reaction product. The product is: [Br:6][C:7]1[CH:12]=[CH:11][C:10]([NH:13][C:14]2[C:22]([CH:23]([OH:24])[CH2:3][CH:2]=[CH2:1])=[C:21]3[N:17]([CH2:18][CH2:19][CH2:20]3)[C:16](=[O:25])[C:15]=2[F:26])=[C:9]([F:27])[CH:8]=1. (3) Given the reactants Br[C:2]1[C:6]2[CH:7]=[N:8][CH:9]=[C:10]([Br:11])[C:5]=2[O:4][C:3]=1[C:12]1[O:13][CH2:14][C:15]([CH3:18])([CH3:17])[N:16]=1.[I:19][C:20]1[CH:26]=[CH:25][C:23]([NH2:24])=[C:22]([F:27])[CH:21]=1.C[Si](C)(C)[N-][Si](C)(C)C.[Li+], predict the reaction product. The product is: [Br:11][C:10]1[C:5]2[O:4][C:3]([C:12]3[O:13][CH2:14][C:15]([CH3:18])([CH3:17])[N:16]=3)=[C:2]([NH:24][C:23]3[CH:25]=[CH:26][C:20]([I:19])=[CH:21][C:22]=3[F:27])[C:6]=2[CH:7]=[N:8][CH:9]=1. (4) Given the reactants [Sn](Cl)Cl.[Cl:4][C:5]1[C:6]([N:11]2[C:15]([C:16]([O:18][CH3:19])=[O:17])=[CH:14][C:13]([N+:20]([O-])=O)=[N:12]2)=[N:7][CH:8]=[CH:9][CH:10]=1.C(=O)(O)[O-].[Na+], predict the reaction product. The product is: [NH2:20][C:13]1[CH:14]=[C:15]([C:16]([O:18][CH3:19])=[O:17])[N:11]([C:6]2[C:5]([Cl:4])=[CH:10][CH:9]=[CH:8][N:7]=2)[N:12]=1. (5) Given the reactants [NH2:1][N:2]1[CH2:6][CH2:5][O:4][C:3]1=[O:7].[C:8]1([CH2:14][CH2:15][CH2:16][C:17](Cl)=[O:18])[CH:13]=[CH:12][CH:11]=[CH:10][CH:9]=1, predict the reaction product. The product is: [O:7]=[C:3]1[N:2]([NH:1][C:17](=[O:18])[CH2:16][CH2:15][CH2:14][C:8]2[CH:13]=[CH:12][CH:11]=[CH:10][CH:9]=2)[CH2:6][CH2:5][O:4]1. (6) Given the reactants C([O:3][C:4](=[O:36])[CH:5]([C:29]1[CH:30]=[C:31]([CH3:35])[CH:32]=[CH:33][CH:34]=1)[CH2:6][C:7]1[CH:11]=[C:10]([C:12]2[CH:17]=[CH:16][C:15]([NH:18][CH2:19][CH:20]=[CH2:21])=[CH:14][CH:13]=2)[N:9]([C:22]2[CH:27]=[CH:26][C:25]([CH3:28])=[CH:24][CH:23]=2)[N:8]=1)C.[Li+].[OH-], predict the reaction product. The product is: [CH2:19]([NH:18][C:15]1[CH:14]=[CH:13][C:12]([C:10]2[N:9]([C:22]3[CH:27]=[CH:26][C:25]([CH3:28])=[CH:24][CH:23]=3)[N:8]=[C:7]([CH2:6][CH:5]([C:29]3[CH:30]=[C:31]([CH3:35])[CH:32]=[CH:33][CH:34]=3)[C:4]([OH:36])=[O:3])[CH:11]=2)=[CH:17][CH:16]=1)[CH:20]=[CH2:21].